This data is from Forward reaction prediction with 1.9M reactions from USPTO patents (1976-2016). The task is: Predict the product of the given reaction. Given the reactants Br[C:2]1[N:7]=[C:6]([N:8]([CH2:16][C:17]2([O:23][CH3:24])[CH2:22][CH2:21][O:20][CH2:19][CH2:18]2)[C:9](=[O:15])[O:10][C:11]([CH3:14])([CH3:13])[CH3:12])[CH:5]=[CH:4][CH:3]=1.[Cl:25][C:26]1[C:27](B(O)O)=[CH:28][C:29]([F:32])=[N:30][CH:31]=1.C(Cl)Cl.COCCOC, predict the reaction product. The product is: [Cl:25][C:26]1[C:27]([C:2]2[CH:3]=[CH:4][CH:5]=[C:6]([N:8]([CH2:16][C:17]3([O:23][CH3:24])[CH2:22][CH2:21][O:20][CH2:19][CH2:18]3)[C:9](=[O:15])[O:10][C:11]([CH3:13])([CH3:14])[CH3:12])[N:7]=2)=[CH:28][C:29]([F:32])=[N:30][CH:31]=1.